Dataset: hERG potassium channel inhibition data for cardiac toxicity prediction from Karim et al.. Task: Regression/Classification. Given a drug SMILES string, predict its toxicity properties. Task type varies by dataset: regression for continuous values (e.g., LD50, hERG inhibition percentage) or binary classification for toxic/non-toxic outcomes (e.g., AMES mutagenicity, cardiotoxicity, hepatotoxicity). Dataset: herg_karim. The compound is Cc1ccc(F)cc1C(C)(C)CC(O)(Cc1cc2cc(-c3ccccc3)ncc2[nH]1)C(F)(F)F. The result is 1 (blocker).